From a dataset of Experimentally validated miRNA-target interactions with 360,000+ pairs, plus equal number of negative samples. Binary Classification. Given a miRNA mature sequence and a target amino acid sequence, predict their likelihood of interaction. (1) The miRNA is hsa-miR-3941 with sequence UUACACACAACUGAGGAUCAUA. The protein sequence of the target gene is MGSLVLTLCALFCLAAYLVSGSPIMNLEQSPLEEDMSLFGDVFSEQDGVDFNTLLQSMKDEFLKTLNLSDIPTQDSAKVDPPEYMLELYNKFATDRTSMPSANIIRSFKNEDLFSQPVSFNGLRKYPLLFNVSIPHHEEVIMAELRLYTLVQRDRMIYDGVDRKITIFEVLESKGDNEGERNMLVLVSGEIYGTNSEWETFDVTDAIRRWQKSGSSTHQLEVHIESKHDEAEDASSGRLEIDTSAQNKHNPLLIVFSDDQSSDKERKEELNEMISHEQLPELDNLGLDSFSSGPGEEALL.... Result: 1 (interaction). (2) The miRNA is mmu-miR-344c-3p with sequence UGAUCUAGUCAAAGCCUGACAGU. The protein sequence of the target gene is MFNPHALDSPAVIFDNGSGFCKAGLSGEFGPRHMVSSIVGHLKFQAPSAEANQKKYFVGEEALYKQEALQLHSPFERGLITGWDDVERLWKHLFEWELGVKPSDQPLLATEPSLNPRENREKMAEVMFENFGVPAFYLSDQAVLALYASACVTGLVVDSGDAVTCTVPIFEGYSLPHAVTKLHVAGRDITELLMQLLLASGHTFPCQLDKGLVDDIKKKLCYVALEPEKELSRRPEEVLREYKLPDGNIISLGDPLHQAPEALFVPQQLGSQSPGLSNMVSSSITKCDTDIQKILFGEIV.... Result: 0 (no interaction).